The task is: Predict the reactants needed to synthesize the given product.. This data is from Full USPTO retrosynthesis dataset with 1.9M reactions from patents (1976-2016). (1) Given the product [Cl:20][C:17]([F:19])([F:18])[O:16][C:13]1[CH:14]=[CH:15][C:10]([NH:9][C:7]([C:6]2[CH:21]=[C:2]([C:35]3[CH:36]=[N:37][C:30]([O:29][CH3:28])=[C:31]([C:32]#[N:33])[CH:34]=3)[C:3]([N:22]3[CH2:26][CH2:25][C@@H:24]([OH:27])[CH2:23]3)=[N:4][CH:5]=2)=[O:8])=[CH:11][CH:12]=1, predict the reactants needed to synthesize it. The reactants are: Br[C:2]1[C:3]([N:22]2[CH2:26][CH2:25][C@@H:24]([OH:27])[CH2:23]2)=[N:4][CH:5]=[C:6]([CH:21]=1)[C:7]([NH:9][C:10]1[CH:15]=[CH:14][C:13]([O:16][C:17]([Cl:20])([F:19])[F:18])=[CH:12][CH:11]=1)=[O:8].[CH3:28][O:29][C:30]1[N:37]=[CH:36][C:35](B2OC(C)(C)C(C)(C)O2)=[CH:34][C:31]=1[C:32]#[N:33]. (2) Given the product [NH2:14][C:2]1[CH:3]=[C:4]([CH:7]=[CH:8][C:9]=1[C:10]([F:13])([F:12])[F:11])[C:5]#[N:6], predict the reactants needed to synthesize it. The reactants are: F[C:2]1[CH:3]=[C:4]([CH:7]=[CH:8][C:9]=1[C:10]([F:13])([F:12])[F:11])[C:5]#[N:6].[NH3:14]. (3) Given the product [CH3:1][C:2]1[N:6]([CH2:7][C:8]2[CH:13]=[CH:12][C:11]([OH:14])=[CH:10][CH:9]=2)[N:5]=[C:4]([C:25]2[O:29][N:28]=[C:27]([C:30]3[CH:35]=[CH:34][C:33]([O:36][C:37]([F:40])([F:38])[F:39])=[CH:32][CH:31]=3)[N:26]=2)[CH:3]=1, predict the reactants needed to synthesize it. The reactants are: [CH3:1][C:2]1[N:6]([CH2:7][C:8]2[CH:13]=[CH:12][C:11]([O:14][Si](C(C)C)(C(C)C)C(C)C)=[CH:10][CH:9]=2)[N:5]=[C:4]([C:25]2[O:29][N:28]=[C:27]([C:30]3[CH:35]=[CH:34][C:33]([O:36][C:37]([F:40])([F:39])[F:38])=[CH:32][CH:31]=3)[N:26]=2)[CH:3]=1.[F-].C([N+](CCCC)(CCCC)CCCC)CCC. (4) Given the product [O:30]=[C:26]1[CH2:25][C:24]2[C:28](=[CH:29][C:21]([C:19]([C:18]3[CH:17]=[C:16]([NH:15][C:8]([C:7]4[N:3]([CH2:1][CH3:2])[N:4]=[CH:5][CH:6]=4)=[O:10])[CH:33]=[CH:32][CH:31]=3)=[O:20])=[CH:22][CH:23]=2)[NH:27]1, predict the reactants needed to synthesize it. The reactants are: [CH2:1]([N:3]1[C:7]([C:8]([OH:10])=O)=[CH:6][CH:5]=[N:4]1)[CH3:2].S(Cl)(Cl)=O.[NH2:15][C:16]1[CH:17]=[C:18]([CH:31]=[CH:32][CH:33]=1)[C:19]([C:21]1[CH:29]=[C:28]2[C:24]([CH2:25][C:26](=[O:30])[NH:27]2)=[CH:23][CH:22]=1)=[O:20]. (5) The reactants are: [CH3:1][C:2]1([CH3:35])[O:6][CH:5]([CH2:7][O:8][C:9]2[CH:10]=[C:11]([C:15]3[C:23]4[C:22]([NH2:24])=[N:21][CH:20]=[N:19][C:18]=4[N:17]([CH:25]4[CH2:34][CH2:33][C:28]5(OCC[O:29]5)[CH2:27][CH2:26]4)[CH:16]=3)[CH:12]=[CH:13][CH:14]=2)[CH2:4][CH2:3]1.Cl. Given the product [NH2:24][C:22]1[C:23]2[C:15]([C:11]3[CH:12]=[CH:13][CH:14]=[C:9]([O:8][CH2:7][CH:5]4[CH2:4][CH2:3][C:2]([CH3:35])([CH3:1])[O:6]4)[CH:10]=3)=[CH:16][N:17]([CH:25]3[CH2:34][CH2:33][C:28](=[O:29])[CH2:27][CH2:26]3)[C:18]=2[N:19]=[CH:20][N:21]=1, predict the reactants needed to synthesize it.